Dataset: Full USPTO retrosynthesis dataset with 1.9M reactions from patents (1976-2016). Task: Predict the reactants needed to synthesize the given product. Given the product [CH2:52]([N:51]([CH2:56][CH2:57][CH2:58][CH3:59])[S:48]([N:46]1[CH2:45][CH:44]([S:43][C:18]2[C@H:24]([CH3:25])[C@H:23]3[N:20]([C:21](=[O:29])[C@@H:22]3[C@H:26]([OH:28])[CH3:27])[C:19]=2[C:30]([O:32][CH2:33][C:34]2[CH:35]=[CH:36][C:37]([N+:40]([O-:42])=[O:41])=[CH:38][CH:39]=2)=[O:31])[CH2:47]1)(=[O:49])=[O:50])[CH2:53][CH2:54][CH3:55], predict the reactants needed to synthesize it. The reactants are: O(P(O[C:18]1[C@H:24]([CH3:25])[C@@H:23]2[N:20]([C:21](=[O:29])[C@@H:22]2[C@H:26]([OH:28])[CH3:27])[C:19]=1[C:30]([O:32][CH2:33][C:34]1[CH:39]=[CH:38][C:37]([N+:40]([O-:42])=[O:41])=[CH:36][CH:35]=1)=[O:31])(OC1C=CC=CC=1)=O)C1C=CC=CC=1.[SH:43][CH:44]1[CH2:47][N:46]([S:48]([N:51]([CH2:56][CH2:57][CH2:58][CH3:59])[CH2:52][CH2:53][CH2:54][CH3:55])(=[O:50])=[O:49])[CH2:45]1.